Predict the product of the given reaction. From a dataset of Forward reaction prediction with 1.9M reactions from USPTO patents (1976-2016). (1) Given the reactants [CH2:1]([N:3](CC)[CH2:4]C)[CH3:2].[C:16](O[C:16]([O:18][C:19]([CH3:22])([CH3:21])[CH3:20])=[O:17])([O:18][C:19]([CH3:22])([CH3:21])[CH3:20])=[O:17].C([O:26][CH2:27][CH3:28])(=O)C.O, predict the reaction product. The product is: [OH:26][C@@H:27]1[CH2:28][CH2:2][CH2:1][N:3]([C:16]([O:18][C:19]([CH3:20])([CH3:21])[CH3:22])=[O:17])[CH2:4]1. (2) Given the reactants [F:1][C:2]1[CH:10]=[CH:9][C:5]([CH:6]=[N:7][OH:8])=[CH:4][CH:3]=1.ClNC(=O)CCC(N)=O.[CH3:20][CH:21]([OH:24])[C:22]#[CH:23], predict the reaction product. The product is: [F:1][C:2]1[CH:10]=[CH:9][C:5]([C:6]2[CH:23]=[C:22]([CH:21]([OH:24])[CH3:20])[O:8][N:7]=2)=[CH:4][CH:3]=1. (3) Given the reactants [CH:1]1([CH:7]([NH:18][C:19]2[CH:24]=[CH:23][C:22]([C:25]([NH:27][CH2:28][CH2:29][C:30]([O:32]CC)=[O:31])=[O:26])=[CH:21][CH:20]=2)[C:8]2[O:16][C:15]3[C:10](=[N:11][CH:12]=[CH:13][CH:14]=3)[C:9]=2[CH3:17])[CH2:6][CH2:5][CH2:4][CH2:3][CH2:2]1.O1CCCC1.[OH-].[Na+], predict the reaction product. The product is: [CH:1]1([CH:7]([NH:18][C:19]2[CH:20]=[CH:21][C:22]([C:25]([NH:27][CH2:28][CH2:29][C:30]([OH:32])=[O:31])=[O:26])=[CH:23][CH:24]=2)[C:8]2[O:16][C:15]3[C:10](=[N:11][CH:12]=[CH:13][CH:14]=3)[C:9]=2[CH3:17])[CH2:6][CH2:5][CH2:4][CH2:3][CH2:2]1. (4) Given the reactants [NH2:1][C:2]1[S:6][C:5]2[CH:7]=[CH:8][CH:9]=[CH:10][C:4]=2[C:3]=1[C:11]([O:13][CH2:14][CH3:15])=[O:12].F[C:17]1[CH:22]=[CH:21][C:20]([O:23][CH3:24])=[CH:19][C:18]=1[N+:25]([O-:27])=[O:26], predict the reaction product. The product is: [CH3:24][O:23][C:20]1[CH:21]=[CH:22][C:17]([NH:1][C:2]2[S:6][C:5]3[CH:7]=[CH:8][CH:9]=[CH:10][C:4]=3[C:3]=2[C:11]([O:13][CH2:14][CH3:15])=[O:12])=[C:18]([N+:25]([O-:27])=[O:26])[CH:19]=1.